This data is from Catalyst prediction with 721,799 reactions and 888 catalyst types from USPTO. The task is: Predict which catalyst facilitates the given reaction. (1) Reactant: [C:1]1([N:7]2[C:11]([C:12]3[CH:17]=[CH:16][CH:15]=[C:14]([CH2:18][CH2:19][CH3:20])[CH:13]=3)=[CH:10][C:9]([NH2:21])=[N:8]2)[CH:6]=[CH:5][CH:4]=[CH:3][CH:2]=1.[C:22]([O:26][C:27]([NH:29][C@H:30]([CH2:34][NH:35][C:36]([O:38][C:39]([CH3:42])([CH3:41])[CH3:40])=[O:37])[C:31](O)=[O:32])=[O:28])([CH3:25])([CH3:24])[CH3:23].C1C=CC2N(O)N=NC=2C=1.CCN=C=NCCCN(C)C.Cl. Product: [C:39]([O:38][C:36](=[O:37])[NH:35][CH2:34][C@@H:30]([NH:29][C:27]([O:26][C:22]([CH3:25])([CH3:24])[CH3:23])=[O:28])[C:31](=[O:32])[NH:21][C:9]1[CH:10]=[C:11]([C:12]2[CH:17]=[CH:16][CH:15]=[C:14]([CH2:18][CH2:19][CH3:20])[CH:13]=2)[N:7]([C:1]2[CH:6]=[CH:5][CH:4]=[CH:3][CH:2]=2)[N:8]=1)([CH3:42])([CH3:41])[CH3:40]. The catalyst class is: 18. (2) Reactant: [C:1]([O:5][C:6]([NH:8][C@H:9]([CH2:13][C:14]1[CH:19]=[CH:18][CH:17]=[C:16]([Cl:20])[CH:15]=1)[C:10]([OH:12])=O)=[O:7])([CH3:4])([CH3:3])[CH3:2].C(Cl)CCl.C1C=CC2N(O)N=NC=2C=1.[F:35][C:36]1[CH:37]=[CH:38][C:39]([C:50]([F:53])([F:52])[F:51])=[C:40]([C:42]([N:44]2[CH2:49][CH2:48][NH:47][CH2:46][CH2:45]2)=[O:43])[CH:41]=1.CCN(C(C)C)C(C)C. Product: [C:1]([O:5][C:6](=[O:7])[NH:8][C@H:9]([CH2:13][C:14]1[CH:19]=[CH:18][CH:17]=[C:16]([Cl:20])[CH:15]=1)[C:10]([N:47]1[CH2:48][CH2:49][N:44]([C:42](=[O:43])[C:40]2[CH:41]=[C:36]([F:35])[CH:37]=[CH:38][C:39]=2[C:50]([F:53])([F:52])[F:51])[CH2:45][CH2:46]1)=[O:12])([CH3:2])([CH3:3])[CH3:4]. The catalyst class is: 3. (3) Reactant: CN(C(ON1N=N[C:11]2[CH:12]=[CH:13][CH:14]=[N:15][C:10]1=2)=[N+](C)C)C.F[P-](F)(F)(F)(F)F.[NH2:25][C:26]1[C:27]([C:32]([OH:34])=O)=[N:28][CH:29]=[CH:30][CH:31]=1.C1(CN)CCC1.CCN(C(C)C)C(C)C. Product: [NH2:25][C:26]1[C:27]([C:32]([NH:15][CH2:14][CH:13]2[CH2:12][CH2:11][CH2:10]2)=[O:34])=[N:28][CH:29]=[CH:30][CH:31]=1. The catalyst class is: 3.